Dataset: Full USPTO retrosynthesis dataset with 1.9M reactions from patents (1976-2016). Task: Predict the reactants needed to synthesize the given product. (1) Given the product [Cl:57][C:55]1[CH:54]=[CH:53][C:52]([F:58])=[C:51]([C:48]2[CH:49]=[CH:50][C:45]([CH2:44][C@@H:43]([NH:59][C:60]([C:62]3[N:63]=[N:64][NH:65][CH:66]=3)=[O:61])[CH2:42][C@@H:38]([NH:37][C:7](=[O:9])[C@@H:6]([NH:5][C:3]([O:2][CH3:1])=[O:4])[CH:10]([CH3:12])[CH3:11])[C:39]([OH:41])=[O:40])=[CH:46][CH:47]=2)[CH:56]=1, predict the reactants needed to synthesize it. The reactants are: [CH3:1][O:2][C:3]([NH:5][C@@H:6]([CH:10]([CH3:12])[CH3:11])[C:7]([OH:9])=O)=[O:4].CN(C(ON1N=NC2C=CC=NC1=2)=[N+](C)C)C.F[P-](F)(F)(F)(F)F.[NH2:37][C@H:38]([CH2:42][C@H:43]([NH:59][C:60]([C:62]1[NH:63][N:64]=[N:65][CH:66]=1)=[O:61])[CH2:44][C:45]1[CH:50]=[CH:49][C:48]([C:51]2[CH:56]=[C:55]([Cl:57])[CH:54]=[CH:53][C:52]=2[F:58])=[CH:47][CH:46]=1)[C:39]([OH:41])=[O:40].CCN(C(C)C)C(C)C. (2) Given the product [Br:1][C:2]1[CH:7]=[CH:6][C:5]([N:8]2[C:18]([CH3:19])=[CH:17][C:16]([CH3:15])=[N:9]2)=[CH:4][CH:3]=1, predict the reactants needed to synthesize it. The reactants are: [Br:1][C:2]1[CH:7]=[CH:6][C:5]([NH:8][NH2:9])=[CH:4][CH:3]=1.CC([O-])=O.[K+].[CH3:15][C:16](=O)[CH2:17][C:18](=O)[CH3:19]. (3) Given the product [CH:1]1([C:4]2[S:8][CH:7]=[N:6][C:5]=2[CH2:9][N:10]2[C:15]3[N:16]=[C:17]([S:20]([CH3:21])=[O:31])[N:18]=[CH:19][C:14]=3[CH:13]=[CH:12][C:11]2=[O:22])[CH2:2][CH2:3]1, predict the reactants needed to synthesize it. The reactants are: [CH:1]1([C:4]2[S:8][CH:7]=[N:6][C:5]=2[CH2:9][N:10]2[C:15]3[N:16]=[C:17]([S:20][CH3:21])[N:18]=[CH:19][C:14]=3[CH:13]=[CH:12][C:11]2=[O:22])[CH2:3][CH2:2]1.ClC1C=CC=C(C(OO)=[O:31])C=1.